This data is from Full USPTO retrosynthesis dataset with 1.9M reactions from patents (1976-2016). The task is: Predict the reactants needed to synthesize the given product. (1) Given the product [CH3:6][O:7][C:8](=[O:21])[C:9]1[C:10](=[C:15]([CH2:19][NH:20][C:2]([NH2:3])=[O:1])[CH:16]=[CH:17][CH:18]=1)[C:11]([O:13][CH3:14])=[O:12], predict the reactants needed to synthesize it. The reactants are: [O-:1][C:2]#[N:3].[K+].Cl.[CH3:6][O:7][C:8](=[O:21])[C:9]1[C:10](=[C:15]([CH2:19][NH2:20])[CH:16]=[CH:17][CH:18]=1)[C:11]([O:13][CH3:14])=[O:12]. (2) Given the product [I:15][C:16]1[CH:17]=[C:18]([CH:21]=[CH:22][CH:23]=1)[CH2:19][N:47]1[C:43](=[O:49])[CH:44]=[CH:45][C:46]1=[O:48], predict the reactants needed to synthesize it. The reactants are: CC(OC(/N=N/C(OC(C)C)=O)=O)C.[I:15][C:16]1[CH:17]=[C:18]([CH:21]=[CH:22][CH:23]=1)[CH2:19]O.C1C=CC(P(C2C=CC=CC=2)C2C=CC=CC=2)=CC=1.[C:43]1(=[O:49])[NH:47][C:46](=[O:48])[CH:45]=[CH:44]1. (3) Given the product [CH:5]1([CH:34]=[CH:13][C:9]2[S:8][CH:12]=[CH:11][CH:10]=2)[CH2:2][CH2:1]1, predict the reactants needed to synthesize it. The reactants are: [CH3:1][C:2]([CH3:5])([O-])C.[K+].[Cl-].[S:8]1[CH:12]=[CH:11][CH:10]=[C:9]1[CH2:13][P+](C1C=CC=CC=1)(C1C=CC=CC=1)C1C=CC=CC=1.O.[CH3:34]N(C)C=O. (4) Given the product [O:24]1[CH2:25][CH2:26][NH:27][C:28]2[N:29]=[C:20]([CH2:19][CH2:18][CH2:17][C:14]3[CH:13]=[CH:12][C:11]([CH2:10][C@@H:9]([C:30]([O:32][CH3:33])=[O:31])[NH2:8])=[CH:16][CH:15]=3)[CH:21]=[CH:22][C:23]1=2, predict the reactants needed to synthesize it. The reactants are: C(OC([NH:8][C@H:9]([C:30]([O:32][CH3:33])=[O:31])[CH2:10][C:11]1[CH:16]=[CH:15][C:14]([CH2:17][CH2:18][CH2:19][C:20]2[CH:21]=[CH:22][C:23]3[O:24][CH2:25][CH2:26][NH:27][C:28]=3[N:29]=2)=[CH:13][CH:12]=1)=O)(C)(C)C.C(O)(C(F)(F)F)=O. (5) The reactants are: [C:1]([OH:4])(=O)[CH3:2].[F:5][C:6]1[CH:7]=[C:8]([NH2:14])[C:9]([NH2:13])=[CH:10][C:11]=1[F:12]. Given the product [F:5][C:6]1[CH:7]=[C:8]2[C:9](=[CH:10][C:11]=1[F:12])[NH:13][C:1](=[O:4])[CH:2]=[N:14]2, predict the reactants needed to synthesize it. (6) Given the product [OH:8][C:9]1[C:14](=[O:15])[N:13]=[C:12]([CH2:16][C:17]2([C:22]3[CH:27]=[CH:26][C:25]([C:37]#[N:38])=[CH:24][CH:23]=3)[CH2:18][CH2:19][CH2:20][CH2:21]2)[N:11]2[CH2:29][CH2:30][N:31]([CH:34]([CH3:36])[CH3:35])[C:32](=[O:33])[C:10]=12, predict the reactants needed to synthesize it. The reactants are: C([O:8][C:9]1[C:14](=[O:15])[N:13]=[C:12]([CH2:16][C:17]2([C:22]3[CH:27]=[CH:26][C:25](Br)=[CH:24][CH:23]=3)[CH2:21][CH2:20][CH2:19][CH2:18]2)[N:11]2[CH2:29][CH2:30][N:31]([CH:34]([CH3:36])[CH3:35])[C:32](=[O:33])[C:10]=12)C1C=CC=CC=1.[CH3:37][N:38]1CCCC1=O. (7) The reactants are: [CH:1]1[C:10]2[C:5](=[C:6]([CH2:11][CH2:12][CH:13]=[O:14])[CH:7]=[CH:8][CH:9]=2)[CH:4]=[CH:3][N:2]=1.[CH3:15][C:16](C)([O-:18])C.[K+].O. Given the product [O:14]1[CH2:15][CH2:16][O:18][CH:13]1[CH:12]=[CH:11][C:6]1[CH:7]=[CH:8][CH:9]=[C:10]2[C:5]=1[CH:4]=[CH:3][N:2]=[CH:1]2, predict the reactants needed to synthesize it. (8) The reactants are: [C:1]([O:5][C:6](=[O:34])[NH:7][C:8]([C:10]1[S:11][C:12]([S:32][CH3:33])=[C:13]([S:15]([C:18]2[CH:19]=[C:20]([C:24]3[C:29]([CH3:30])=[CH:28][CH:27]=[CH:26][C:25]=3[NH2:31])[CH:21]=[CH:22][CH:23]=2)(=[O:17])=[O:16])[CH:14]=1)=[NH:9])([CH3:4])([CH3:3])[CH3:2].N1C=CC=CC=1.Cl[C:42](OC1C=CC([N+]([O-])=O)=CC=1)=[O:43].[C:54]([N:73]1[N:77]=[N:76][C:75]([CH2:78][CH2:79][CH2:80][CH2:81][NH2:82])=[N:74]1)([C:67]1[CH:72]=[CH:71][CH:70]=[CH:69][CH:68]=1)([C:61]1[CH:66]=[CH:65][CH:64]=[CH:63][CH:62]=1)[C:55]1[CH:60]=[CH:59][CH:58]=[CH:57][CH:56]=1. Given the product [C:1]([O:5][C:6](=[O:34])[NH:7][C:8](=[NH:9])[C:10]1[S:11][C:12]([S:32][CH3:33])=[C:13]([S:15]([C:18]2[CH:19]=[C:20]([C:24]3[C:29]([CH3:30])=[CH:28][CH:27]=[CH:26][C:25]=3[NH:31][C:42]([NH:82][CH2:81][CH2:80][CH2:79][CH2:78][C:75]3[N:76]=[N:77][N:73]([C:54]([C:55]4[CH:60]=[CH:59][CH:58]=[CH:57][CH:56]=4)([C:61]4[CH:66]=[CH:65][CH:64]=[CH:63][CH:62]=4)[C:67]4[CH:68]=[CH:69][CH:70]=[CH:71][CH:72]=4)[N:74]=3)=[O:43])[CH:21]=[CH:22][CH:23]=2)(=[O:17])=[O:16])[CH:14]=1)([CH3:4])([CH3:3])[CH3:2], predict the reactants needed to synthesize it. (9) Given the product [OH:11][CH2:10][CH2:9][CH2:8][N:7]([C:1]1[CH:6]=[CH:5][CH:4]=[CH:3][CH:2]=1)[CH2:13][CH2:14][CH2:15][C:16]([O:18][CH2:19][CH3:20])=[O:17], predict the reactants needed to synthesize it. The reactants are: [C:1]1([NH:7][CH2:8][CH2:9][CH2:10][OH:11])[CH:6]=[CH:5][CH:4]=[CH:3][CH:2]=1.Br[CH2:13][CH2:14][CH2:15][C:16]([O:18][CH2:19][CH3:20])=[O:17].